Predict which catalyst facilitates the given reaction. From a dataset of Catalyst prediction with 721,799 reactions and 888 catalyst types from USPTO. (1) Reactant: [C:1]([O:5][C:6]([N:8]1[CH2:13][CH:12]2[C:10]([C:14]3[CH:19]=[CH:18][C:17]([NH2:20])=[CH:16][CH:15]=3)([CH2:11]2)[CH2:9]1)=[O:7])([CH3:4])([CH3:3])[CH3:2].CC(C)=O.C(=O)(O)[O-].[Na+].Cl[C:31]([O:33][CH2:34][C:35]1[CH:40]=[CH:39][CH:38]=[CH:37][CH:36]=1)=[O:32]. Product: [C:1]([O:5][C:6]([N:8]1[CH2:13][CH:12]2[C:10]([C:14]3[CH:19]=[CH:18][C:17]([NH:20][C:31]([O:33][CH2:34][C:35]4[CH:40]=[CH:39][CH:38]=[CH:37][CH:36]=4)=[O:32])=[CH:16][CH:15]=3)([CH2:11]2)[CH2:9]1)=[O:7])([CH3:4])([CH3:2])[CH3:3]. The catalyst class is: 6. (2) Reactant: [O:1]=[C:2]1[CH2:7][CH2:6][N:5]([C:8]2[CH:13]=[CH:12][C:11]([N+:14]([O-:16])=[O:15])=[CH:10][CH:9]=2)[CH2:4][CH2:3]1.C(N(CC)CC)C.[CH3:24][Si:25](Cl)([CH3:27])[CH3:26]. Product: [CH3:24][Si:25]([CH3:27])([CH3:26])[O:1][CH:2]1[CH2:7][CH2:6][N:5]([C:8]2[CH:13]=[CH:12][C:11]([N+:14]([O-:16])=[O:15])=[CH:10][CH:9]=2)[CH2:4][CH2:3]1. The catalyst class is: 9. (3) Reactant: [C:1]([O:7][CH2:8][N:9]1[C:13]2[N:14]=[CH:15][N:16]=[C:17]([C:18]3[CH:19]=[N:20][N:21]([CH:23]([CH:27]4[CH2:31][CH2:30][CH2:29][CH2:28]4)[CH2:24][C:25]#[N:26])[CH:22]=3)[C:12]=2[CH:11]=[CH:10]1)(=[O:6])[C:2]([CH3:5])([CH3:4])[CH3:3].C[Si](CCOCCl)(C)C.ClC1N=CNC2=NC=CC=12. Product: [C:1]([O:7][CH2:8][N:9]1[C:13]2[N:14]=[CH:15][N:16]=[C:17]([C:18]3[CH:19]=[N:20][N:21]([C@@H:23]([CH:27]4[CH2:31][CH2:30][CH2:29][CH2:28]4)[CH2:24][C:25]#[N:26])[CH:22]=3)[C:12]=2[CH:11]=[CH:10]1)(=[O:6])[C:2]([CH3:4])([CH3:5])[CH3:3].[C:1]([O:7][CH2:8][N:9]1[C:13]2[N:14]=[CH:15][N:16]=[C:17]([C:18]3[CH:19]=[N:20][N:21]([C@H:23]([CH:27]4[CH2:31][CH2:30][CH2:29][CH2:28]4)[CH2:24][C:25]#[N:26])[CH:22]=3)[C:12]=2[CH:11]=[CH:10]1)(=[O:6])[C:2]([CH3:4])([CH3:5])[CH3:3]. The catalyst class is: 8. (4) The catalyst class is: 67. Product: [C:1]1([C:7]2[C:23]([C:24]3[CH:25]=[CH:26][C:27]([C:30]4([NH2:34])[CH2:33][CH2:32][CH2:31]4)=[CH:28][CH:29]=3)=[N:22][C:10]3[O:11][CH2:12][C:13]4[N:14]([C:15]([C:18]([F:20])([F:19])[F:21])=[N:16][N:17]=4)[C:9]=3[CH:8]=2)[CH:2]=[CH:3][CH:4]=[CH:5][CH:6]=1. Reactant: [C:1]1([C:7]2[C:23]([C:24]3[CH:29]=[CH:28][C:27]([C:30]4([NH:34]C(=O)OC(C)(C)C)[CH2:33][CH2:32][CH2:31]4)=[CH:26][CH:25]=3)=[N:22][C:10]3[O:11][CH2:12][C:13]4[N:14]([C:15]([C:18]([F:21])([F:20])[F:19])=[N:16][N:17]=4)[C:9]=3[CH:8]=2)[CH:6]=[CH:5][CH:4]=[CH:3][CH:2]=1. (5) Reactant: Cl[C:2]1[CH:3]=[C:4]([N:11]2[CH2:16][CH2:15][O:14][CH2:13][CH2:12]2)[C:5]2[N:6]([CH:8]=[CH:9][N:10]=2)[N:7]=1.[CH3:17][C:18]1[CH:24]=[CH:23][C:21]([NH2:22])=[CH:20][C:19]=1B1OC(C)(C)C(C)(C)O1.C([O-])([O-])=O.[Na+].[Na+].C(Cl)Cl. Product: [CH3:17][C:18]1[CH:24]=[CH:23][C:21]([NH2:22])=[CH:20][C:19]=1[C:2]1[CH:3]=[C:4]([N:11]2[CH2:16][CH2:15][O:14][CH2:13][CH2:12]2)[C:5]2[N:6]([CH:8]=[CH:9][N:10]=2)[N:7]=1. The catalyst class is: 57. (6) Reactant: [F:1][C:2]1[CH:9]=[CH:8][C:5]([CH2:6][Br:7])=[CH:4][CH:3]=1.[S:10]1[CH2:14][CH2:13][CH2:12][CH2:11]1. Product: [Br-:7].[F:1][C:2]1[CH:9]=[CH:8][C:5]([CH2:6][S+:10]2[CH2:14][CH2:13][CH2:12][CH2:11]2)=[CH:4][CH:3]=1. The catalyst class is: 21. (7) Reactant: [OH-].[Na+].[O:3]1[CH2:8][CH2:7][N:6]([CH2:9][CH2:10][O:11][C:12]2[CH:17]=[CH:16][C:15]([N:18]3[C:22]([C:23]([O:25]CC)=[O:24])=[CH:21][C:20]([Si:28]([CH3:31])([CH3:30])[CH3:29])=[N:19]3)=[CH:14][CH:13]=2)[CH2:5][CH2:4]1. Product: [O:3]1[CH2:8][CH2:7][N:6]([CH2:9][CH2:10][O:11][C:12]2[CH:17]=[CH:16][C:15]([N:18]3[C:22]([C:23]([OH:25])=[O:24])=[CH:21][C:20]([Si:28]([CH3:31])([CH3:30])[CH3:29])=[N:19]3)=[CH:14][CH:13]=2)[CH2:5][CH2:4]1. The catalyst class is: 14.